Dataset: Forward reaction prediction with 1.9M reactions from USPTO patents (1976-2016). Task: Predict the product of the given reaction. (1) Given the reactants [C:1]1([CH:7]([C:38]2[CH:43]=[CH:42][CH:41]=[CH:40][CH:39]=2)[N:8]2[CH:13]=[CH:12][CH:11]=[C:10]([C:14]([NH:16][C@@H:17]([CH2:25][CH2:26][CH2:27][NH:28][C:29]([NH:31][C:32]([O:34][CH2:35][CH3:36])=[O:33])=[NH:30])[C:18]([O:20]C(C)(C)C)=[O:19])=[O:15])[C:9]2=[O:37])[CH:6]=[CH:5][CH:4]=[CH:3][CH:2]=1.[C:44](O)([C:46](F)(F)F)=O.[CH2:51]([SiH](CC)CC)C, predict the reaction product. The product is: [C:1]1([CH:7]([C:38]2[CH:43]=[CH:42][CH:41]=[CH:40][CH:39]=2)[N:8]2[CH:13]=[CH:12][CH:11]=[C:10]([C:14]([NH:16][C@@H:17]([CH2:25][CH2:26][CH2:27][N:28]=[C:29]([NH:31][C:32]([O:34][CH2:35][CH3:36])=[O:33])[NH:30][CH:44]([CH3:46])[CH3:51])[C:18]([OH:20])=[O:19])=[O:15])[C:9]2=[O:37])[CH:6]=[CH:5][CH:4]=[CH:3][CH:2]=1. (2) Given the reactants [CH2:1]([C:9]1[N:13]=[C:12]([CH2:14][CH2:15][C:16]2[CH:23]=[CH:22][C:19]([CH2:20][NH2:21])=[CH:18][CH:17]=2)[O:11][N:10]=1)[CH2:2][CH2:3][CH2:4][CH2:5][CH2:6][CH2:7][CH3:8].[F:24][C:25]([F:35])([F:34])[C:26]1[CH:33]=[CH:32][C:29]([CH:30]=O)=[CH:28][CH:27]=1, predict the reaction product. The product is: [CH2:1]([C:9]1[N:13]=[C:12]([CH2:14][CH2:15][C:16]2[CH:23]=[CH:22][C:19]([CH2:20][NH:21][CH2:30][C:29]3[CH:28]=[CH:27][C:26]([C:25]([F:24])([F:34])[F:35])=[CH:33][CH:32]=3)=[CH:18][CH:17]=2)[O:11][N:10]=1)[CH2:2][CH2:3][CH2:4][CH2:5][CH2:6][CH2:7][CH3:8]. (3) Given the reactants [F:1][C:2]1[CH:11]=[CH:10][C:9]([NH2:12])=[C:8]2[C:3]=1[CH:4]=[CH:5][CH:6]=[N:7]2.[N+:13]([C:16]1[CH:21]=[CH:20][CH:19]=[CH:18][C:17]=1[S:22](Cl)(=[O:24])=[O:23])([O-:15])=[O:14].N1C=CC=CC=1, predict the reaction product. The product is: [F:1][C:2]1[CH:11]=[CH:10][C:9]([NH:12][S:22]([C:17]2[CH:18]=[CH:19][CH:20]=[CH:21][C:16]=2[N+:13]([O-:15])=[O:14])(=[O:23])=[O:24])=[C:8]2[C:3]=1[CH:4]=[CH:5][CH:6]=[N:7]2. (4) Given the reactants C(OC(=O)[NH:7][C@H:8]1[CH2:13][CH2:12][CH2:11][O:10][CH2:9]1)(C)(C)C.[F:15][C:16]([F:21])([F:20])[C:17]([OH:19])=[O:18], predict the reaction product. The product is: [F:15][C:16]([F:21])([F:20])[C:17]([OH:19])=[O:18].[O:10]1[CH2:11][CH2:12][CH2:13][C@H:8]([NH2:7])[CH2:9]1. (5) The product is: [Cl:15][C:16]1[C:17]([C:24]2[CH:25]=[N:26][C:27]([C:30]([F:33])([F:32])[F:31])=[N:28][CH:29]=2)=[CH:18][C:19]([CH2:22][N:35]2[C:36](=[O:43])[C:37]3[C:42](=[CH:41][CH:40]=[CH:39][CH:38]=3)[C:34]2=[O:44])=[N:20][CH:21]=1. Given the reactants CC(OC(/N=N/C(OC(C)C)=O)=O)C.[Cl:15][C:16]1[C:17]([C:24]2[CH:25]=[N:26][C:27]([C:30]([F:33])([F:32])[F:31])=[N:28][CH:29]=2)=[CH:18][C:19]([CH2:22]O)=[N:20][CH:21]=1.[C:34]1(=[O:44])[C:42]2[C:37](=[CH:38][CH:39]=[CH:40][CH:41]=2)[C:36](=[O:43])[NH:35]1.C1C=CC(P(C2C=CC=CC=2)C2C=CC=CC=2)=CC=1, predict the reaction product. (6) The product is: [F:25][C:18]1[CH:17]=[C:16]([NH:15][S:11]([C:8]2[CH:9]=[C:10]3[C:5](=[CH:6][CH:7]=2)[CH2:4][CH2:3][C:2]3=[O:1])(=[O:13])=[O:12])[CH:21]=[CH:20][C:19]=1[C:22]([OH:24])=[O:23]. Given the reactants [O:1]=[C:2]1[C:10]2[C:5](=[CH:6][CH:7]=[C:8]([S:11](Cl)(=[O:13])=[O:12])[CH:9]=2)[CH2:4][CH2:3]1.[NH2:15][C:16]1[CH:21]=[CH:20][C:19]([C:22]([OH:24])=[O:23])=[C:18]([F:25])[CH:17]=1.ClCCl, predict the reaction product. (7) Given the reactants [NH2:1][C:2]1[CH:7]=[CH:6][C:5]([OH:8])=[C:4]([F:9])[CH:3]=1.[CH3:10][N:11]1[C:15]([CH3:16])=[C:14]([C:17](O)=[O:18])[C:13](=[O:20])[N:12]1[C:21]1[CH:26]=[CH:25][CH:24]=[CH:23][CH:22]=1.CCN=C=NCCCN(C)C.C1C=NC2N(O)N=NC=2C=1, predict the reaction product. The product is: [F:9][C:4]1[CH:3]=[C:2]([NH:1][C:17]([C:14]2[C:13](=[O:20])[N:12]([C:21]3[CH:22]=[CH:23][CH:24]=[CH:25][CH:26]=3)[N:11]([CH3:10])[C:15]=2[CH3:16])=[O:18])[CH:7]=[CH:6][C:5]=1[OH:8]. (8) Given the reactants [CH3:1][C:2]1([CH3:24])[C@H:7]([NH:8][C@@H](C2C=CC=CC=2)C)[CH2:6][CH2:5][N:4]([C:17]([O:19][C:20]([CH3:23])([CH3:22])[CH3:21])=[O:18])[CH2:3]1.[H][H], predict the reaction product. The product is: [NH2:8][C@@H:7]1[CH2:6][CH2:5][N:4]([C:17]([O:19][C:20]([CH3:23])([CH3:22])[CH3:21])=[O:18])[CH2:3][C:2]1([CH3:24])[CH3:1]. (9) Given the reactants [CH3:1][O:2][C:3](=[O:16])[CH:4]=[CH:5][C:6]1[CH:11]=[C:10]([CH3:12])[C:9]([CH:13]=[O:14])=[C:8]([CH3:15])[CH:7]=1, predict the reaction product. The product is: [CH3:1][O:2][C:3](=[O:16])[CH2:4][CH2:5][C:6]1[CH:11]=[C:10]([CH3:12])[C:9]([CH:13]=[O:14])=[C:8]([CH3:15])[CH:7]=1. (10) Given the reactants [CH3:1][C:2]1([CH3:59])[C:10]2[C:5](=[CH:6][C:7]([CH2:11][O:12][CH:13]3[CH:18]([C:19]4[CH:24]=[CH:23][C:22]([O:25][CH2:26][CH2:27][CH2:28][O:29][CH2:30][C:31]5[CH:36]=[CH:35][CH:34]=[CH:33][C:32]=5[O:37][CH3:38])=[CH:21][CH:20]=4)[CH2:17][CH2:16][N:15]([C:39]([O:41][C:42]([CH3:45])([CH3:44])[CH3:43])=[O:40])[CH2:14]3)=[CH:8][CH:9]=2)[N:4]([CH2:46][CH2:47][O:48][Si](C(C)C)(C(C)C)C(C)C)[CH2:3]1.[F-].C([N+](CCCC)(CCCC)CCCC)CCC.O, predict the reaction product. The product is: [OH:48][CH2:47][CH2:46][N:4]1[C:5]2[C:10](=[CH:9][CH:8]=[C:7]([CH2:11][O:12][CH:13]3[CH:18]([C:19]4[CH:24]=[CH:23][C:22]([O:25][CH2:26][CH2:27][CH2:28][O:29][CH2:30][C:31]5[CH:36]=[CH:35][CH:34]=[CH:33][C:32]=5[O:37][CH3:38])=[CH:21][CH:20]=4)[CH2:17][CH2:16][N:15]([C:39]([O:41][C:42]([CH3:45])([CH3:44])[CH3:43])=[O:40])[CH2:14]3)[CH:6]=2)[C:2]([CH3:59])([CH3:1])[CH2:3]1.